Dataset: Forward reaction prediction with 1.9M reactions from USPTO patents (1976-2016). Task: Predict the product of the given reaction. (1) Given the reactants [C:1]([O:5][C:6](=[O:30])[CH2:7][C@@H:8]([CH2:20][S:21]([C:24]1[CH:29]=[CH:28][CH:27]=[CH:26][CH:25]=1)(=[O:23])=[O:22])[NH:9]C(OCC1C=CC=CC=1)=O)([CH3:4])([CH3:3])[CH3:2].[H][H], predict the reaction product. The product is: [C:1]([O:5][C:6](=[O:30])[CH2:7][C@@H:8]([CH2:20][S:21]([C:24]1[CH:29]=[CH:28][CH:27]=[CH:26][CH:25]=1)(=[O:23])=[O:22])[NH2:9])([CH3:4])([CH3:2])[CH3:3]. (2) Given the reactants Br[C:2]1[C:10]2[N:9]3[CH2:11][CH2:12][CH2:13][NH:14][C:15](=[O:16])[C:8]3=[C:7]([CH3:17])[C:6]=2[CH:5]=[C:4]([C:18]#[N:19])[CH:3]=1.[F:20][C:21]1[CH:22]=[C:23](B(O)O)[CH:24]=[CH:25][CH:26]=1, predict the reaction product. The product is: [F:20][C:21]1[CH:26]=[C:25]([C:2]2[C:10]3[N:9]4[CH2:11][CH2:12][CH2:13][NH:14][C:15](=[O:16])[C:8]4=[C:7]([CH3:17])[C:6]=3[CH:5]=[C:4]([C:18]#[N:19])[CH:3]=2)[CH:24]=[CH:23][CH:22]=1.